From a dataset of Peptide-MHC class I binding affinity with 185,985 pairs from IEDB/IMGT. Regression. Given a peptide amino acid sequence and an MHC pseudo amino acid sequence, predict their binding affinity value. This is MHC class I binding data. (1) The peptide sequence is GRRGWEALKY. The binding affinity (normalized) is 0.163. The MHC is HLA-A11:01 with pseudo-sequence HLA-A11:01. (2) The peptide sequence is RLKGVTCRLF. The MHC is HLA-A29:02 with pseudo-sequence HLA-A29:02. The binding affinity (normalized) is 0.447. (3) The peptide sequence is APGKSLGTL. The MHC is HLA-B57:01 with pseudo-sequence HLA-B57:01. The binding affinity (normalized) is 0.213. (4) The peptide sequence is MQLPGGWLL. The MHC is HLA-A02:16 with pseudo-sequence HLA-A02:16. The binding affinity (normalized) is 0.778. (5) The peptide sequence is AVEDFLAFF. The MHC is SLA-10401 with pseudo-sequence SLA-10401. The binding affinity (normalized) is 0.936.